Task: Predict which catalyst facilitates the given reaction.. Dataset: Catalyst prediction with 721,799 reactions and 888 catalyst types from USPTO Reactant: C([O:8][N:9]1[C:18]2[C:13](=[CH:14][CH:15]=[C:16]([C:19](=[O:29])[NH:20][O:21]CC3C=CC=CC=3)[CH:17]=2)[NH:12][C:11](=[O:30])[C:10]1=[O:31])C1C=CC=CC=1.O.[OH-].[Na+]. Product: [OH:8][N:9]1[C:18]2[C:13](=[CH:14][CH:15]=[C:16]([C:19](=[O:29])[NH:20][OH:21])[CH:17]=2)[NH:12][C:11](=[O:30])[C:10]1=[O:31]. The catalyst class is: 29.